From a dataset of Forward reaction prediction with 1.9M reactions from USPTO patents (1976-2016). Predict the product of the given reaction. The product is: [CH3:25][O:20][C:19](=[O:21])[CH2:18][C:15]1[CH:14]=[CH:13][C:12]([NH:11][C:2]2[CH:7]=[CH:6][N:5]=[CH:4][C:3]=2[N+:8]([O-:10])=[O:9])=[CH:17][CH:16]=1. Given the reactants Cl[C:2]1[CH:7]=[CH:6][N:5]=[CH:4][C:3]=1[N+:8]([O-:10])=[O:9].[NH2:11][C:12]1[CH:17]=[CH:16][C:15]([CH2:18][C:19]([OH:21])=[O:20])=[CH:14][CH:13]=1.CO.O1CCOC[CH2:25]1, predict the reaction product.